From a dataset of Catalyst prediction with 721,799 reactions and 888 catalyst types from USPTO. Predict which catalyst facilitates the given reaction. (1) Reactant: [CH3:1][O:2][C:3]1[CH:4]=[C:5]2[C:9](=[CH:10][CH:11]=1)[NH:8][CH:7]=[C:6]2[C:12]1[N:24]([S:25]([C:28]2[CH:34]=[CH:33][C:31]([CH3:32])=[CH:30][CH:29]=2)(=[O:27])=[O:26])[C:15]2=[N:16][CH:17]=[C:18]3[CH:22]=[N:21][N:20]([CH3:23])[C:19]3=[C:14]2[CH:13]=1.[H-].[Na+].Cl[CH2:38][CH:39]1[CH2:41][O:40]1. Product: [CH3:1][O:2][C:3]1[CH:4]=[C:5]2[C:9](=[CH:10][CH:11]=1)[N:8]([CH2:38][CH:39]1[CH2:41][O:40]1)[CH:7]=[C:6]2[C:12]1[N:24]([S:25]([C:28]2[CH:34]=[CH:33][C:31]([CH3:32])=[CH:30][CH:29]=2)(=[O:27])=[O:26])[C:15]2=[N:16][CH:17]=[C:18]3[CH:22]=[N:21][N:20]([CH3:23])[C:19]3=[C:14]2[CH:13]=1. The catalyst class is: 3. (2) The catalyst class is: 8. Product: [CH:2]([C:1]1[CH2:6][C:7](=[O:9])[NH:16][N:15]=1)([CH3:4])[CH3:3]. Reactant: [C:1]([CH2:6][C:7]([O:9]C)=O)(=O)[CH:2]([CH3:4])[CH3:3].C(O)(=O)C.[NH2:15][NH2:16]. (3) Reactant: O.[NH2:2][NH2:3].[Br:4][C:5]1[CH:6]=[CH:7][C:8]([C:11]([O:13]C)=O)=[N:9][CH:10]=1. Product: [Br:4][C:5]1[CH:6]=[CH:7][C:8]([C:11]([NH:2][NH2:3])=[O:13])=[N:9][CH:10]=1. The catalyst class is: 5. (4) Reactant: [Cl:1][C:2]1[N:7]=[CH:6][N:5]=[C:4]2[NH:8][N:9]=[CH:10][C:3]=12.C1C(=O)N([Br:18])C(=O)C1. Product: [Br:18][C:10]1[C:3]2[C:4](=[N:5][CH:6]=[N:7][C:2]=2[Cl:1])[NH:8][N:9]=1. The catalyst class is: 22. (5) Reactant: C(O)(=O)C(CC(O)=O)O.[C:10]1([C@@H:16]([CH3:19])[CH2:17][NH2:18])[CH:15]=[CH:14][CH:13]=[CH:12][CH:11]=1.[OH-].[Na+]. Product: [C:10]1([C@@H:16]([CH3:19])[CH2:17][NH2:18])[CH:15]=[CH:14][CH:13]=[CH:12][CH:11]=1. The catalyst class is: 2. (6) Reactant: [O:1]1[C:10]2[C:5](=[CH:6][CH:7]=[CH:8][CH:9]=2)[C@H:4]([NH:11][C:12]([C@@H:14]2[CH2:19][N:18]3[CH2:20][C:21]([F:24])([F:23])[CH2:22][C@@H:17]3[CH2:16][N:15]2[C:25](=[O:40])[C@@H:26]([NH:33][C:34](=[O:39])[C@H:35]([CH3:38])[NH:36][CH3:37])[CH:27]2[CH2:32][CH2:31][O:30][CH2:29][CH2:28]2)=[O:13])[CH2:3][CH2:2]1.C(OCC)(=O)C.[ClH:47]. Product: [ClH:47].[ClH:47].[O:1]1[C:10]2[C:5](=[CH:6][CH:7]=[CH:8][CH:9]=2)[C@H:4]([NH:11][C:12]([C@@H:14]2[CH2:19][N:18]3[CH2:20][C:21]([F:23])([F:24])[CH2:22][C@@H:17]3[CH2:16][N:15]2[C:25](=[O:40])[C@@H:26]([NH:33][C:34](=[O:39])[C@H:35]([CH3:38])[NH:36][CH3:37])[CH:27]2[CH2:32][CH2:31][O:30][CH2:29][CH2:28]2)=[O:13])[CH2:3][CH2:2]1. The catalyst class is: 13.